Dataset: Peptide-MHC class II binding affinity with 134,281 pairs from IEDB. Task: Regression. Given a peptide amino acid sequence and an MHC pseudo amino acid sequence, predict their binding affinity value. This is MHC class II binding data. (1) The peptide sequence is SLLVAPMPTASTAQI. The MHC is DRB1_0301 with pseudo-sequence DRB1_0301. The binding affinity (normalized) is 0.0780. (2) The peptide sequence is TVAVGLHFHEMNNGG. The MHC is DRB1_0801 with pseudo-sequence DRB1_0801. The binding affinity (normalized) is 0.262. (3) The peptide sequence is WVKVVEEKGFNPEVIPMF. The MHC is DRB1_1302 with pseudo-sequence DRB1_1302. The binding affinity (normalized) is 0.0870. (4) The peptide sequence is TVDKSKPKVYQWFDLRKY. The MHC is DRB5_0101 with pseudo-sequence DRB5_0101. The binding affinity (normalized) is 0.603. (5) The peptide sequence is PTFGRSFTLASSE. The MHC is DRB1_0101 with pseudo-sequence DRB1_0101. The binding affinity (normalized) is 0. (6) The peptide sequence is DDEVLIEVNPPFGDS. The MHC is HLA-DQA10601-DQB10402 with pseudo-sequence HLA-DQA10601-DQB10402. The binding affinity (normalized) is 0. (7) The peptide sequence is GKIWPSHKGRPGNFLQSR. The MHC is DRB1_0701 with pseudo-sequence DRB1_0701. The binding affinity (normalized) is 0.234. (8) The peptide sequence is AILRRRRRIAEPATC. The MHC is DRB1_0301 with pseudo-sequence DRB1_0301. The binding affinity (normalized) is 0.214. (9) The peptide sequence is VRSGGHDYEGLSYRS. The MHC is DRB1_0301 with pseudo-sequence DRB1_0301. The binding affinity (normalized) is 0.185.